Dataset: Forward reaction prediction with 1.9M reactions from USPTO patents (1976-2016). Task: Predict the product of the given reaction. Given the reactants CS(O[CH:6]([CH2:17][CH2:18][CH2:19]/[CH:20]=[CH:21]\[CH2:22][CH2:23][CH2:24][CH2:25][CH3:26])[CH2:7][CH2:8][CH2:9]/[CH:10]=[CH:11]\[CH2:12][CH2:13][CH2:14][CH2:15][CH3:16])(=O)=O.[C-:27]#[N:28].[Na+].O, predict the reaction product. The product is: [CH2:7]([CH:6]([CH2:17][CH2:18][CH2:19]/[CH:20]=[CH:21]\[CH2:22][CH2:23][CH2:24][CH2:25][CH3:26])[C:27]#[N:28])[CH2:8][CH2:9]/[CH:10]=[CH:11]\[CH2:12][CH2:13][CH2:14][CH2:15][CH3:16].